This data is from Catalyst prediction with 721,799 reactions and 888 catalyst types from USPTO. The task is: Predict which catalyst facilitates the given reaction. (1) Reactant: [NH2:1][C:2]1[C:3]([C:12](=O)[CH2:13][Cl:14])=[CH:4][C:5]2[O:10][CH2:9][CH2:8][O:7][C:6]=2[CH:11]=1.C(N(CC)CC)C.C[CH:24]([C:28](Cl)=[O:29])[C:25](Cl)=[O:26].[CH3:31][O-:32].[Na+].CO. Product: [CH3:31][O:32][C:28]([C:24]1[C:25](=[O:26])[NH:1][C:2]2[CH:11]=[C:6]3[O:7][CH2:8][CH2:9][O:10][C:5]3=[CH:4][C:3]=2[C:12]=1[CH2:13][Cl:14])=[O:29]. The catalyst class is: 192. (2) Reactant: O1CCCC1.[CH3:6][C:7]1[N:8]=[CH:9][S:10][CH:11]=1.CC([Li])CC.[CH2:17]([N:24]1[CH2:29][CH2:28][C:27]([NH:32][C:33]2[CH:38]=[CH:37][CH:36]=[C:35]([Cl:39])[CH:34]=2)(C#N)[CH2:26][CH2:25]1)[C:18]1[CH:23]=[CH:22][CH:21]=[CH:20][CH:19]=1. Product: [CH2:17]([N:24]1[CH2:29][CH2:28][C:27]([NH:32][C:33]2[CH:38]=[CH:37][CH:36]=[C:35]([Cl:39])[CH:34]=2)([C:9]2[S:10][CH:11]=[C:7]([CH3:6])[N:8]=2)[CH2:26][CH2:25]1)[C:18]1[CH:19]=[CH:20][CH:21]=[CH:22][CH:23]=1. The catalyst class is: 6.